This data is from NCI-60 drug combinations with 297,098 pairs across 59 cell lines. The task is: Regression. Given two drug SMILES strings and cell line genomic features, predict the synergy score measuring deviation from expected non-interaction effect. Drug 1: C1=CC(=CC=C1CCCC(=O)O)N(CCCl)CCCl. Drug 2: C1=CN(C(=O)N=C1N)C2C(C(C(O2)CO)O)O.Cl. Cell line: A498. Synergy scores: CSS=28.9, Synergy_ZIP=-10.4, Synergy_Bliss=-8.64, Synergy_Loewe=-7.25, Synergy_HSA=-4.54.